From a dataset of NCI-60 drug combinations with 297,098 pairs across 59 cell lines. Regression. Given two drug SMILES strings and cell line genomic features, predict the synergy score measuring deviation from expected non-interaction effect. (1) Drug 1: C1=CC(=C2C(=C1NCCNCCO)C(=O)C3=C(C=CC(=C3C2=O)O)O)NCCNCCO. Drug 2: C1=CN(C=N1)CC(O)(P(=O)(O)O)P(=O)(O)O. Cell line: OVCAR-8. Synergy scores: CSS=1.98, Synergy_ZIP=-18.0, Synergy_Bliss=-38.3, Synergy_Loewe=-68.3, Synergy_HSA=-37.6. (2) Drug 1: C1=CC(=C2C(=C1NCCNCCO)C(=O)C3=C(C=CC(=C3C2=O)O)O)NCCNCCO. Drug 2: CC12CCC3C(C1CCC2OP(=O)(O)O)CCC4=C3C=CC(=C4)OC(=O)N(CCCl)CCCl.[Na+]. Cell line: A549. Synergy scores: CSS=35.3, Synergy_ZIP=-1.83, Synergy_Bliss=-4.24, Synergy_Loewe=-20.6, Synergy_HSA=-3.39.